From a dataset of Forward reaction prediction with 1.9M reactions from USPTO patents (1976-2016). Predict the product of the given reaction. (1) Given the reactants [NH2:1][C:2]1[C:3]2[N:4]([CH:8]([CH:18]3[CH2:21][CH2:20][CH2:19]3)[N:9](C3C=CC(O)=CC=3)[CH:10]=2)[CH:5]=[CH:6][N:7]=1.[C:22](=[O:25])([O-])[O-].[K+].[K+].CN(C=O)C.[C:33](#[N:40])[C:34]1[CH:39]=[CH:38][CH:37]=[CH:36][CH:35]=1, predict the reaction product. The product is: [NH2:1][C:2]1[C:3]2[N:4]([C:8]([CH:18]3[CH2:19][CH2:20][CH2:21]3)=[N:9][C:10]=2[C:19]2[CH:20]=[CH:21][C:22]([O:25][C:35]3[CH:36]=[CH:37][CH:38]=[CH:39][C:34]=3[C:33]#[N:40])=[CH:8][CH:18]=2)[CH:5]=[CH:6][N:7]=1. (2) Given the reactants Br[C:2]1[CH:11]=[CH:10][C:9]2[C:8]([CH3:13])([CH3:12])[CH2:7][CH:6]=[C:5]([S:14][CH2:15][CH3:16])[C:4]=2[CH:3]=1.[CH:17]([C:19]1[CH:29]=[CH:28][C:22]([C:23]([O:25]CC)=[O:24])=[CH:21][CH:20]=1)=[CH2:18].[C:30]1(C)[CH:35]=CC=[CH:32][C:31]=1P([C:30]1[CH:35]=CC=[CH:32][C:31]=1C)[C:30]1[CH:35]=CC=[CH:32][C:31]=1C, predict the reaction product. The product is: [CH3:12][C:8]1([CH3:13])[CH2:7][CH:6]=[C:5]([S:14][C:15]2[CH:16]=[CH:32][CH:31]=[CH:30][CH:35]=2)[C:4]2[CH:3]=[C:2](/[CH:18]=[CH:17]/[C:19]3[CH:20]=[CH:21][C:22]([C:23]([OH:25])=[O:24])=[CH:28][CH:29]=3)[CH:11]=[CH:10][C:9]1=2. (3) Given the reactants [Cl:1][C:2]1[CH:10]=[CH:9][CH:8]=[C:7]2[C:3]=1[C:4]([C:16]([OH:18])=O)=[CH:5][N:6]2[CH2:11][CH2:12][CH:13]([F:15])[F:14].Cl.[F:20][C:21]1([F:29])[CH2:26][CH2:25][CH:24]([CH2:27][NH2:28])[CH2:23][CH2:22]1.CCN(CC)CC.C(Cl)CCl.N1(O)C2C=CC=CC=2N=N1, predict the reaction product. The product is: [F:20][C:21]1([F:29])[CH2:26][CH2:25][CH:24]([CH2:27][NH:28][C:16]([C:4]2[C:3]3[C:7](=[CH:8][CH:9]=[CH:10][C:2]=3[Cl:1])[N:6]([CH2:11][CH2:12][CH:13]([F:14])[F:15])[CH:5]=2)=[O:18])[CH2:23][CH2:22]1. (4) Given the reactants [NH2:1][CH2:2][C@H:3]1[N:8]([C:9]([C:11]2[N:12]=[C:13]([CH3:23])[S:14][C:15]=2[C:16]2[CH:17]=[C:18]([CH3:22])[CH:19]=[CH:20][CH:21]=2)=[O:10])[CH2:7][C@H:6]2[C@@H:4]1[CH2:5]2.[O:24]1[CH2:29][CH2:28][O:27][C:26]2=[C:30]([C:33](O)=[O:34])[S:31][CH:32]=[C:25]12, predict the reaction product. The product is: [CH3:23][C:13]1[S:14][C:15]([C:16]2[CH:17]=[C:18]([CH3:22])[CH:19]=[CH:20][CH:21]=2)=[C:11]([C:9]([N:8]2[CH2:7][C@H:6]3[C@H:4]([CH2:5]3)[C@H:3]2[CH2:2][NH:1][C:33]([C:30]2[S:31][CH:32]=[C:25]3[C:26]=2[O:27][CH2:28][CH2:29][O:24]3)=[O:34])=[O:10])[N:12]=1. (5) Given the reactants O[CH2:2][C:3]1[CH:4]=[C:5]([CH:23]=[C:24]([C:26]([F:29])([F:28])[F:27])[CH:25]=1)[CH2:6][C:7]1[CH:8]=[C:9]2[C:13](=[CH:14][CH:15]=1)[CH2:12][C@H:11]([NH:16][S:17]([CH:20]([CH3:22])[CH3:21])(=[O:19])=[O:18])[CH2:10]2.S(Cl)([Cl:32])=O, predict the reaction product. The product is: [Cl:32][CH2:2][C:3]1[CH:4]=[C:5]([CH:23]=[C:24]([C:26]([F:29])([F:28])[F:27])[CH:25]=1)[CH2:6][C:7]1[CH:8]=[C:9]2[C:13](=[CH:14][CH:15]=1)[CH2:12][C@H:11]([NH:16][S:17]([CH:20]([CH3:22])[CH3:21])(=[O:19])=[O:18])[CH2:10]2.